Dataset: Catalyst prediction with 721,799 reactions and 888 catalyst types from USPTO. Task: Predict which catalyst facilitates the given reaction. (1) Reactant: [F:1][C:2]1[CH:7]=[CH:6][C:5]([F:8])=[C:4]([O:9][CH2:10][CH2:11][CH2:12][CH2:13][CH2:14][CH3:15])[C:3]=1[O:16][CH2:17][CH2:18][CH2:19][CH2:20][CH2:21][CH3:22].C([Li])CCC.C[O:29][B:30](OC)[O:31]C. Product: [F:1][C:2]1[C:3]([O:16][CH2:17][CH2:18][CH2:19][CH2:20][CH2:21][CH3:22])=[C:4]([O:9][CH2:10][CH2:11][CH2:12][CH2:13][CH2:14][CH3:15])[C:5]([F:8])=[CH:6][C:7]=1[B:30]([OH:31])[OH:29]. The catalyst class is: 7. (2) Reactant: [F:1][C:2]1[CH:3]=[C:4]([CH:6]=[CH:7][C:8]=1[F:9])[NH2:5].C(#N)C.[CH2:13]=[C:14]1[O:18][C:16](=[O:17])[CH2:15]1. Product: [F:1][C:2]1[CH:3]=[C:4]([NH:5][C:16](=[O:17])[CH2:15][C:14](=[O:18])[CH3:13])[CH:6]=[CH:7][C:8]=1[F:9]. The catalyst class is: 6.